From a dataset of Forward reaction prediction with 1.9M reactions from USPTO patents (1976-2016). Predict the product of the given reaction. (1) Given the reactants [ClH:1].[CH2:2]([N:4]([CH2:12][C:13]1[O:17][N:16]=[C:15]([CH3:18])[CH:14]=1)C(=O)OC(C)(C)C)[CH3:3], predict the reaction product. The product is: [ClH:1].[CH3:18][C:15]1[CH:14]=[C:13]([CH2:12][NH:4][CH2:2][CH3:3])[O:17][N:16]=1. (2) The product is: [CH2:32]([O:31][C:29](=[O:30])[CH2:28][O:16][C:10]1[CH:11]=[C:12]([Cl:15])[CH:13]=[CH:14][C:9]=1[C:8](=[O:17])[NH:7][CH2:6][C:5]1[CH:18]=[CH:19][C:2]([Br:1])=[CH:3][C:4]=1[F:20])[CH3:33]. Given the reactants [Br:1][C:2]1[CH:19]=[CH:18][C:5]([CH2:6][NH:7][C:8](=[O:17])[C:9]2[CH:14]=[CH:13][C:12]([Cl:15])=[CH:11][C:10]=2[OH:16])=[C:4]([F:20])[CH:3]=1.C([O-])([O-])=O.[K+].[K+].Br[CH2:28][C:29]([O:31][CH2:32][CH3:33])=[O:30], predict the reaction product. (3) Given the reactants [CH2:1]([NH:8][C:9](=[O:18])[C:10]1[CH:15]=[CH:14][C:13]([NH:16][NH2:17])=[N:12][CH:11]=1)[C:2]1[CH:7]=[CH:6][CH:5]=[CH:4][CH:3]=1.[C:19]([C:21]1[CH:26]=[CH:25][C:24]([C:27](=[CH:33]N(C)C)[C:28](OCC)=[O:29])=[C:23]([F:37])[CH:22]=1)#[N:20].C(O)(=O)C.CCN(C(C)C)C(C)C, predict the reaction product. The product is: [CH2:1]([NH:8][C:9](=[O:18])[C:10]1[CH:15]=[CH:14][C:13]([N:16]2[C:28]([OH:29])=[C:27]([C:24]3[CH:25]=[CH:26][C:21]([C:19]#[N:20])=[CH:22][C:23]=3[F:37])[CH:33]=[N:17]2)=[N:12][CH:11]=1)[C:2]1[CH:3]=[CH:4][CH:5]=[CH:6][CH:7]=1. (4) The product is: [CH2:18]([S:20][CH2:2][N:3]1[C:12]2[C:7](=[CH:8][CH:9]=[CH:10][N:11]=2)[CH:6]=[C:5]([C:13]([O:15][CH3:16])=[O:14])[C:4]1=[O:17])[CH3:19]. Given the reactants Br[CH2:2][N:3]1[C:12]2[C:7](=[CH:8][CH:9]=[CH:10][N:11]=2)[CH:6]=[C:5]([C:13]([O:15][CH3:16])=[O:14])[C:4]1=[O:17].[CH2:18]([SH:20])[CH3:19].C(=O)([O-])[O-].[K+].[K+].O, predict the reaction product. (5) Given the reactants C1C(=O)N([Br:8])C(=O)C1.CN(C=O)C.[CH3:14][C:15]1[CH:20]=[CH:19][C:18]([CH3:21])=[CH:17][C:16]=1[O:22][CH3:23].O, predict the reaction product. The product is: [Br:8][C:19]1[C:18]([CH3:21])=[CH:17][C:16]([O:22][CH3:23])=[C:15]([CH3:14])[CH:20]=1.